This data is from Full USPTO retrosynthesis dataset with 1.9M reactions from patents (1976-2016). The task is: Predict the reactants needed to synthesize the given product. (1) Given the product [C:33]([CH2:32][C:28]1([N:26]2[CH:27]=[C:23]([B:18]3[O:19][C:20]([CH3:22])([CH3:21])[C:16]([CH3:35])([CH3:15])[O:17]3)[CH:24]=[N:25]2)[CH2:31][N:30]([C:2]2[N:3]=[CH:4][C:5]([C:8]([NH:10][CH:11]([CH3:13])[CH3:12])=[O:9])=[N:6][CH:7]=2)[CH2:29]1)#[N:34], predict the reactants needed to synthesize it. The reactants are: Cl[C:2]1[N:3]=[CH:4][C:5]([C:8]([NH:10][CH:11]([CH3:13])[CH3:12])=[O:9])=[N:6][CH:7]=1.Cl.[CH3:15][C:16]1([CH3:35])[C:20]([CH3:22])([CH3:21])[O:19][B:18]([C:23]2[CH:24]=[N:25][N:26]([C:28]3([CH2:32][C:33]#[N:34])[CH2:31][NH:30][CH2:29]3)[CH:27]=2)[O:17]1.C(N(CC)C(C)C)(C)C. (2) Given the product [F:17][C:18]1[CH:19]=[C:20]([S:24]([NH:14][C:11]2[C:10]([O:15][CH3:16])=[N:9][C:8]([F:7])=[CH:13][N:12]=2)(=[O:26])=[O:25])[CH:21]=[CH:22][CH:23]=1, predict the reactants needed to synthesize it. The reactants are: CC(C)([O-])C.[K+].[F:7][C:8]1[N:9]=[C:10]([O:15][CH3:16])[C:11]([NH2:14])=[N:12][CH:13]=1.[F:17][C:18]1[CH:19]=[C:20]([S:24](Cl)(=[O:26])=[O:25])[CH:21]=[CH:22][CH:23]=1. (3) Given the product [Cl:1][C:2]1[CH:7]=[C:6]([Cl:8])[CH:5]=[CH:4][C:3]=1[C:9]1[C:31](=[O:32])[N:30]([CH3:33])[C:12]2[N:13]([CH:27]([F:29])[F:28])[C:14]3[C:19]([C:11]=2[CH:10]=1)=[CH:18][C:17]([C:20]1[CH:21]=[CH:22][NH:23][N:35]=1)=[CH:16][CH:15]=3, predict the reactants needed to synthesize it. The reactants are: [Cl:1][C:2]1[CH:7]=[C:6]([Cl:8])[CH:5]=[CH:4][C:3]=1[C:9]1[C:31](=[O:32])[N:30]([CH3:33])[C:12]2[N:13]([CH:27]([F:29])[F:28])[C:14]3[C:19]([C:11]=2[CH:10]=1)=[CH:18][C:17]([C:20](=O)/[CH:21]=[CH:22]/[N:23](C)C)=[CH:16][CH:15]=3.O.[NH2:35]N. (4) The reactants are: [C:1]([C@H:3]1[CH2:8][CH2:7][C@H:6]2[C@H:9]3[C@H:18]([CH2:19][CH2:20][C@:4]12[CH3:5])[C:17]1[CH2:16][CH2:15][C:14](OC)([O:21]C)[CH2:13][C:12]=1[CH2:11][CH2:10]3)#[N:2].O.Cl(O)(=O)(=O)=O.C(=O)(O)[O-].[Na+]. Given the product [C:1]([C@H:3]1[CH2:8][CH2:7][C@H:6]2[C@H:9]3[C@H:18]([CH2:19][CH2:20][C@:4]12[CH3:5])[C:17]1[CH2:16][CH2:15][C:14](=[O:21])[CH2:13][C:12]=1[CH2:11][CH2:10]3)#[N:2], predict the reactants needed to synthesize it. (5) Given the product [CH3:16][O:15][C:12]1[CH:13]=[CH:14][C:9]([C:7]([C:6]2[CH:5]=[CH:4][C:3]([O:2][CH3:1])=[CH:18][CH:17]=2)([O:47][CH3:44])[O:8][CH3:37])=[CH:10][CH:11]=1, predict the reactants needed to synthesize it. The reactants are: [CH3:1][O:2][C:3]1[CH:18]=[CH:17][C:6]([C:7]([C:9]2[CH:14]=[CH:13][C:12]([O:15][CH3:16])=[CH:11][CH:10]=2)=[O:8])=[CH:5][CH:4]=1.FC(F)(F)S([O-])(=O)=O.[Bi+3].FC(F)(F)S([O-])(=O)=O.F[C:37](F)(F)S([O-])(=O)=O.[C:44]([O-:47])(O)=O.[Na+]. (6) Given the product [CH3:1][O:2][CH2:3][C:4]([O:12][C@@:13]([CH3:49])([C:14](=[O:46])[C@@H:15]([NH:23][C:24](=[O:45])[C@@H:25]([NH:29][C:30](=[O:44])[C@@H:31]([NH:35][C:36]([C:38]1[S:42][C:41]([CH3:43])=[N:40][CH:39]=1)=[O:37])[CH2:32][O:33][CH3:34])[CH2:26][O:27][CH3:28])[CH2:16][C:17]1[CH:18]=[CH:19][CH:20]=[CH:21][CH:22]=1)[CH2:47][I:48])=[O:5], predict the reactants needed to synthesize it. The reactants are: [CH3:1][O:2][CH2:3][C:4](O[C:4](=[O:5])[CH2:3][O:2][CH3:1])=[O:5].[OH:12][C@:13]([CH3:49])([CH2:47][I:48])[C:14](=[O:46])[C@@H:15]([NH:23][C:24](=[O:45])[C@@H:25]([NH:29][C:30](=[O:44])[C@@H:31]([NH:35][C:36]([C:38]1[S:42][C:41]([CH3:43])=[N:40][CH:39]=1)=[O:37])[CH2:32][O:33][CH3:34])[CH2:26][O:27][CH3:28])[CH2:16][C:17]1[CH:22]=[CH:21][CH:20]=[CH:19][CH:18]=1. (7) Given the product [F:16][C:17]([F:27])([F:28])[C@@H:18]([C:20]1[CH:25]=[CH:24][C:23]([N:10]2[CH2:11][CH2:12][C:8]3([CH2:14][CH2:15][C:5]4([O:4][CH2:3][CH2:2][O:1]4)[CH2:6][CH2:7]3)[C:9]2=[O:13])=[CH:22][CH:21]=1)[OH:19], predict the reactants needed to synthesize it. The reactants are: [O:1]1[C:5]2([CH2:15][CH2:14][C:8]3([CH2:12][CH2:11][NH:10][C:9]3=[O:13])[CH2:7][CH2:6]2)[O:4][CH2:3][CH2:2]1.[F:16][C:17]([F:28])([F:27])[C@@H:18]([C:20]1[CH:25]=[CH:24][C:23](I)=[CH:22][CH:21]=1)[OH:19].CNCCNC.[O-]P([O-])([O-])=O.[K+].[K+].[K+].FC(F)(F)C(C1C=CC(I)=CC=1)O. (8) Given the product [NH2:1][C:2]1[N:7]=[C:6]([O:31][CH2:30][CH2:29][N:28]([CH3:32])[CH3:27])[C:5]([C:11]2[CH:12]=[CH:13][C:14](=[O:20])[N:15]([CH:17]([CH3:19])[CH3:18])[N:16]=2)=[C:4]([C:21]2[CH:26]=[CH:25][CH:24]=[CH:23][CH:22]=2)[N:3]=1, predict the reactants needed to synthesize it. The reactants are: [NH2:1][C:2]1[N:7]=[C:6](S(C)=O)[C:5]([C:11]2[CH:12]=[CH:13][C:14](=[O:20])[N:15]([CH:17]([CH3:19])[CH3:18])[N:16]=2)=[C:4]([C:21]2[CH:26]=[CH:25][CH:24]=[CH:23][CH:22]=2)[N:3]=1.[CH3:27][N:28]([CH3:32])[CH2:29][CH2:30][OH:31]. (9) Given the product [CH3:1][O:2][C:3](=[O:21])[C:4]1[CH:13]=[C:12]([N:14]2[CH2:18][CH2:17][CH2:16][C:15]2=[O:20])[CH:11]=[C:6]([C:7]([O:9][CH3:10])=[O:8])[CH:5]=1, predict the reactants needed to synthesize it. The reactants are: [CH3:1][O:2][C:3](=[O:21])[C:4]1[CH:13]=[C:12]([NH:14][C:15](=[O:20])[CH2:16][CH2:17][CH2:18]Br)[CH:11]=[C:6]([C:7]([O:9][CH3:10])=[O:8])[CH:5]=1.C1CCN2C(=NCCC2)CC1. (10) Given the product [CH3:3][C@H:4]1[N:9]([C:10]2[CH:15]=[CH:14][C:13]([C:16]([F:18])([F:17])[F:19])=[CH:12][N:11]=2)[CH2:8][CH2:7][N:6]([CH2:20][C:21]2[C:22]([C:26]([OH:28])=[O:27])=[N:23][NH:24][CH:25]=2)[CH2:5]1.[Li+:1].[Cl-:31], predict the reactants needed to synthesize it. The reactants are: [Li+:1].[OH-].[CH3:3][C@H:4]1[N:9]([C:10]2[CH:15]=[CH:14][C:13]([C:16]([F:19])([F:18])[F:17])=[CH:12][N:11]=2)[CH2:8][CH2:7][N:6]([CH2:20][C:21]2[C:22]([C:26]([O:28]CC)=[O:27])=[N:23][NH:24][CH:25]=2)[CH2:5]1.[ClH:31].